This data is from Experimentally validated miRNA-target interactions with 360,000+ pairs, plus equal number of negative samples. The task is: Binary Classification. Given a miRNA mature sequence and a target amino acid sequence, predict their likelihood of interaction. (1) The miRNA is hsa-miR-520h with sequence ACAAAGUGCUUCCCUUUAGAGU. The protein sequence of the target gene is MQSLRPEQTRGLLEPERTKTLLPRESRAWEKPPHPACTKDWEAVEVGASSHDSDEKDLSSQETGLSQEWSSVEEDDESEGSQGFVEWSKAPQQTTIVLVVCVLFLFLVLTGMPMMFHI. Result: 1 (interaction). (2) The miRNA is hsa-miR-1247-3p with sequence CCCCGGGAACGUCGAGACUGGAGC. The protein sequence of the target gene is MRLLALAAAALLARAPAPEVCAALNVTVSPGPVVDYLEGENATLLCHVSQKRRKDSLLAVRWFFAHSFDSQEALMVKMTKLRVVQYYGNFSRSAKRRRLRLLEEQRGALYRLSVLTLQPSDQGHYVCRVQEISRHRNKWTAWSNGSSATEMRVISLKASEESSFEKTKETWAFFEDLYVYAVLVCCVGILSILLFMLVIVWQSVFNKRKSRVRHYLVKCPQNSSGETVTSVTSLAPLQPKKGKRQKEKPDIPPAVPAKAPIAPTFHKPKLLKPQRKVTLPKIAEENLTYAELELIKPHRA.... Result: 1 (interaction). (3) The miRNA is mmu-miR-3061-5p with sequence CAGUGGGCCGUGAAAGGUAGCC. The protein sequence of the target gene is MPGETEEPRSPEQQDQEGGPAAAADAASEELRPGAAAAPAAPAETASSRVLRGGRDRGRTAAAAAAAAAAVSRRRKAEYPRRRRSSPSNRPPDGPGHQPAAAKPPSPAQGKKSPRLQCIEKLTTDKDPKEEKEDDSVLPQEVSITTTRASRSWRSSSRTSISRLRDSENTRSSRSKTGSLQLVCKTEPITDQLDYDVPEEHQSPGGISSDEEEEEEEEMLISEEEIPFKDDPRDETYKPHLERETPKPRRKSGKVKEEKEKKEIKVEVEVEVKEEENEIREDEEPPRKRGRRRKDDKSPR.... Result: 0 (no interaction). (4) The miRNA is mmu-miR-200c-3p with sequence UAAUACUGCCGGGUAAUGAUGGA. The protein sequence of the target gene is MSELNTKTPPAANQASDPEEKGKPGSIKKAEEEEEIDIDLTAPETEKAALAIQGKFRRFQKRKKDSSS. Result: 0 (no interaction). (5) The miRNA is hsa-miR-6511a-5p with sequence CAGGCAGAAGUGGGGCUGACAGG. The protein sequence of the target gene is MAEAAALVWIRGPGFGCKAVRCASGRCTVRDFIHRHCQDQNVPVENFFVKCNGALINTSDTVQHGAVYSLEPRLCGGKGGFGSMLRALGAQIEKTTNREACRDLSGRRLRDVNHEKAMAEWVKQQAEREAEKEQKRLERLQRKLVEPKHCFTSPDYQQQCHEMAERLEDSVLKGMQAASSKMVSAEISENRKRQWPTKSQTDRGASAGKRRCFWLGMEGLETAEGSNSESSDDDSEEAPSTSGMGFHAPKIGSNGVEMAAKFPSGSQRARVVNTDHGSPEQLQIPVTDSGRHILEDSCAE.... Result: 1 (interaction). (6) The miRNA is mmu-miR-1936 with sequence UAACUGACCUGCUGUGAACUGGC. The protein sequence of the target gene is MMEVESSYSDFISCDRTGRRNAVPDIQGDSEAVSVRKLAGDMGELALEGAEGQVEGSAPDKEAGNQPQSSDGTTSS. Result: 0 (no interaction).